This data is from Experimentally validated miRNA-target interactions with 360,000+ pairs, plus equal number of negative samples. The task is: Binary Classification. Given a miRNA mature sequence and a target amino acid sequence, predict their likelihood of interaction. (1) Result: 0 (no interaction). The protein sequence of the target gene is MARDAELARSSGWPWRWLPALLLLQLLRWRCALCALPFTSSRHPGFADLLSEQQLLEVQDLTLSLLQGGGLGPLSLLPPDLPDLEPECRELLMDFANSSAELTACMVRSARPVRLCQTCYPLFQQVAIKMDNISRNIGNTSEGPRCGGSLLTADRMQIVLMVSEFFNSTWQEANCANCLTNNGEDLSNNTEDFLSLFNKTLACFEHNLQGHTYSLLPPKNYSEVCRNCKEAYKNLSLLYSQMQKLNGLENKAEPETHLCIDVEDAMNITRKLWSRTFNCSVTCSDTVSVVAVSVFILFLP.... The miRNA is dme-miR-2a-3p with sequence UAUCACAGCCAGCUUUGAUGAGC. (2) The miRNA is hsa-miR-1179 with sequence AAGCAUUCUUUCAUUGGUUGG. The protein sequence of the target gene is MAVWLFGGRLGLRGRLSACRLLCPRFQSRGPQGGEDGDRLQPSSTAAKIPKIYTKTGDKGFSSTFTGERRPKDDQVFEAVGTTDELSSAIGFAMELVTEKGHMFAEELQKIQCMLQDVGSALATPRSSAREAHLKHTAFQEGPVLELERWIDKYSSQLPPLKAFILPSGGKSSSALHFCRAVCRRAERRVVPLVQMGETDANVAKFLNRLSDYLFTVARYAAMKEGSQEKIYKKHDV. Result: 0 (no interaction). (3) The protein sequence of the target gene is MLGGSLGSRLLRGVGGSHGRFGARGVREGGAAMAAGESMAQRMVWVDLEMTGLDIEKDQIIEMACLITDSDLNILAEGPNLIIKQPDELLDSMSDWCKEHHGKSGLTKAVKESTITLQQAEYEFLSFVRQQTPPGLCPLAGNSVHEDKKFLDKYMPQFMKHLHYRIIDVSTVKELCRRWYPEEYEFAPKKAASHRALDDISESIKELQFYRNNIFKKKIDEKKRKIIENGENEKTVS. Result: 1 (interaction). The miRNA is hsa-miR-4756-5p with sequence CAGGGAGGCGCUCACUCUCUGCU. (4) The miRNA is hsa-miR-3156-5p with sequence AAAGAUCUGGAAGUGGGAGACA. The protein sequence of the target gene is MVGVKPVGSDPDFQPELSGAGSRLAVVKFTMRGCGPCLRIAPAFSSMSNKYPQAVFLEVDVHQCQGTAATNNISATPTFLFFRNKVRIDQYQGADAVGLEEKIKQHLENDPGSNEDTDIPKGYMDLMPFINKAGCECLNESDEHGFDNCLRKDTTFLESDCDEQLLITVAFNQPVKLYSMKFQGPDNGQGPKYVKIFINLPRSMDFEEAERSEPTQALELTEDDIKEDGIVPLRYVKFQNVNSVTIFVQSNQGEEETTRISYFTFIGTPVQATNMNDFKRVVGKKGESH. Result: 1 (interaction). (5) The miRNA is rno-miR-195-5p with sequence UAGCAGCACAGAAAUAUUGGC. The protein sequence of the target gene is MGTVPDPLRVTKASIVAASGKEESRGESQSVSPQPAQPDNNASGIGNVPAELSLQLSAAAQALMQACVSESSQQDMASPGVFSEGEPVSPKQKTPDDFLLHGSKESAAPGLNATAQKELISAPCLISVVQHTHHAIQRDAPNTSTCAVPEGSLVKSEANSNGENPEKPGCPARVTCCSSKNQEGLCDFPSPENSQGILQTPDIASPSADRPEGEGQKVINNITAVSSEPPVREGCSENKQPSATALNTTAERSENPPPSHLTSKGATCSSEARQALLPAQYPVSRFKEASTMTCQAESGA.... Result: 0 (no interaction). (6) The miRNA is hsa-miR-8072 with sequence GGCGGCGGGGAGGUAGGCAG. The protein sequence of the target gene is MYTPHPFGFLIILVPMTNAMRAIAAIAAGVGSVAATVATSTTSSISSSTTIINTSSATTIGGNHTSGSTGFSTNSTLLDADHLPLQLTTAKVDLDIEIDIQLLTNGYDGTTLTSFYNESSWTNASEMDTIVGEEPEPLSLVSIVVVGIFLSVLIFLSVAGNILVCLAIYTERSLRRIGNLFLASLAIADLFVASLVMTFAGVNDLLGYWIFGAQFCDTWVAFDVMCSTASILNLCAISMDRYIHIKDPLRYGRWVTRRVAVITIAAIWLLAAFVSFVPISLGIHRPDQPLIFEDNGKKYP.... Result: 0 (no interaction).